From a dataset of Catalyst prediction with 721,799 reactions and 888 catalyst types from USPTO. Predict which catalyst facilitates the given reaction. (1) Product: [OH:8][CH2:9][CH2:10][O:11][C:12]1[CH:13]=[C:14]([NH:43][CH:40]2[CH2:41][CH2:42][N:37]([CH:34]([CH3:36])[CH3:35])[CH2:38][CH2:39]2)[C:15]([C:18]2[NH:27][C:26](=[O:28])[C:25]3[C:20](=[CH:21][C:22]([O:31][CH3:32])=[CH:23][C:24]=3[O:29][CH3:30])[N:19]=2)=[N:16][CH:17]=1. The catalyst class is: 10. Reactant: [Si]([O:8][CH2:9][CH2:10][O:11][C:12]1[CH:13]=[C:14](F)[C:15]([C:18]2[NH:27][C:26](=[O:28])[C:25]3[C:20](=[CH:21][C:22]([O:31][CH3:32])=[CH:23][C:24]=3[O:29][CH3:30])[N:19]=2)=[N:16][CH:17]=1)(C(C)(C)C)(C)C.[CH:34]([N:37]1[CH2:42][CH2:41][CH:40]([NH2:43])[CH2:39][CH2:38]1)([CH3:36])[CH3:35]. (2) Reactant: [F:1][C:2]1[CH:3]=[C:4]2[C:8](=[CH:9][CH:10]=1)[C:7](=[CH:11][C:12]1[CH:17]=[CH:16][C:15]([S:18]([CH3:20])=[O:19])=[CH:14][CH:13]=1)[C:6]([CH3:21])=[C:5]2[CH2:22]C(NCC(O)=O)=O.[CH2:30]([OH:32])C.[OH-:33].[Na+]. Product: [F:1][C:2]1[CH:3]=[C:4]2[C:8](=[CH:9][CH:10]=1)[C:7](=[CH:11][C:12]1[CH:13]=[CH:14][C:15]([S:18]([CH3:20])=[O:19])=[CH:16][CH:17]=1)[C:6]([CH3:21])=[C:5]2[CH2:22][C:30]([OH:32])=[O:33]. The catalyst class is: 6. (3) Reactant: Br[C:2]1[CH:3]=[C:4]2[C:8](=[CH:9][CH:10]=1)[NH:7][C:6](=[O:11])[C:5]2([F:13])[F:12].[B:14]1([B:14]2[O:18][C:17]([CH3:20])([CH3:19])[C:16]([CH3:22])([CH3:21])[O:15]2)[O:18][C:17]([CH3:20])([CH3:19])[C:16]([CH3:22])([CH3:21])[O:15]1.C(O[K])(C)=O. Product: [F:12][C:5]1([F:13])[C:4]2[C:8](=[CH:9][CH:10]=[C:2]([B:14]3[O:18][C:17]([CH3:20])([CH3:19])[C:16]([CH3:22])([CH3:21])[O:15]3)[CH:3]=2)[NH:7][C:6]1=[O:11]. The catalyst class is: 75. (4) Reactant: C([O:9][C@@H:10]1[C@@H:14]([O:15]C(=O)C2C=CC=CC=2)[C@@H:13]([C:24]([NH:26][CH2:27][CH3:28])=[O:25])[O:12][C@H:11]1[N:29]1[CH:37]=[N:36][C:35]2[C:30]1=[N:31][C:32]([C:53]([O:55][CH3:56])=[O:54])=[N:33][C:34]=2[NH:38][CH2:39][CH:40]([C:47]1[CH:52]=[CH:51][CH:50]=[CH:49][CH:48]=1)[C:41]1[CH:46]=[CH:45][CH:44]=[CH:43][CH:42]=1)(=O)C1C=CC=CC=1.C(=O)([O-])[O-].[Na+].[Na+]. Product: [C:47]1([CH:40]([C:41]2[CH:42]=[CH:43][CH:44]=[CH:45][CH:46]=2)[CH2:39][NH:38][C:34]2[N:33]=[C:32]([C:53]([O:55][CH3:56])=[O:54])[N:31]=[C:30]3[C:35]=2[N:36]=[CH:37][N:29]3[C@H:11]2[C@H:10]([OH:9])[C@H:14]([OH:15])[C@@H:13]([C:24]([NH:26][CH2:27][CH3:28])=[O:25])[O:12]2)[CH:48]=[CH:49][CH:50]=[CH:51][CH:52]=1. The catalyst class is: 5. (5) The catalyst class is: 95. Product: [Cl:19][C:20]1[CH:27]=[C:26]([Cl:28])[CH:25]=[CH:24][C:21]=1[CH2:22][N:5]1[C:6]2[C:11](=[CH:10][CH:9]=[C:8]([C:14]([O:16][CH3:17])=[O:15])[CH:7]=2)[C:12](=[O:13])[N:3]([CH2:1][CH3:2])[C:4]1=[O:18]. Reactant: [CH2:1]([N:3]1[C:12](=[O:13])[C:11]2[C:6](=[CH:7][C:8]([C:14]([O:16][CH3:17])=[O:15])=[CH:9][CH:10]=2)[NH:5][C:4]1=[O:18])[CH3:2].[Cl:19][C:20]1[CH:27]=[C:26]([Cl:28])[CH:25]=[CH:24][C:21]=1[CH2:22]Cl.[I-].[K+].C(=O)([O-])[O-].[K+].[K+].